This data is from Peptide-MHC class II binding affinity with 134,281 pairs from IEDB. The task is: Regression. Given a peptide amino acid sequence and an MHC pseudo amino acid sequence, predict their binding affinity value. This is MHC class II binding data. (1) The peptide sequence is YDKFLALVSTVLTGK. The MHC is DRB1_0404 with pseudo-sequence DRB1_0404. The binding affinity (normalized) is 0.598. (2) The peptide sequence is LLNEFNNLYADKVSV. The MHC is DRB4_0101 with pseudo-sequence DRB4_0103. The binding affinity (normalized) is 0.440. (3) The peptide sequence is AAVPGKNVVNVQTKP. The MHC is HLA-DQA10201-DQB10301 with pseudo-sequence HLA-DQA10201-DQB10301. The binding affinity (normalized) is 0.285. (4) The peptide sequence is GRWDGEEEVQLIAAV. The binding affinity (normalized) is 0. The MHC is HLA-DQA10601-DQB10402 with pseudo-sequence HLA-DQA10601-DQB10402.